This data is from Reaction yield outcomes from USPTO patents with 853,638 reactions. The task is: Predict the reaction yield, written as a fraction of the theoretical maximum amount of product (1.0 means a 100% yield; for example, 0.34 means a 34% yield). (1) The reactants are [C:1]([O:5][CH2:6][CH2:7][CH2:8][CH2:9][CH2:10][CH2:11][CH2:12][CH2:13][CH2:14][CH2:15][CH2:16][P:17]([O:22]CC)([O:19]CC)=[O:18])(=[O:4])[CH:2]=[CH2:3].[Si](Br)(C)(C)C.Cl. The catalyst is C(Cl)Cl. The product is [C:1]([O:5][CH2:6][CH2:7][CH2:8][CH2:9][CH2:10][CH2:11][CH2:12][CH2:13][CH2:14][CH2:15][CH2:16][P:17](=[O:18])([OH:22])[OH:19])(=[O:4])[CH:2]=[CH2:3]. The yield is 0.400. (2) The reactants are [NH2:1][C:2]1[CH:7]=[CH:6][C:5]([CH2:8][C:9]([N:11]([CH2:14][CH3:15])[CH2:12][CH3:13])=O)=[CH:4][CH:3]=1.CSC.B.Cl.[OH-].[Na+]. The catalyst is C1COCC1. The product is [CH2:14]([N:11]([CH2:12][CH3:13])[CH2:9][CH2:8][C:5]1[CH:4]=[CH:3][C:2]([NH2:1])=[CH:7][CH:6]=1)[CH3:15]. The yield is 0.860. (3) The reactants are [OH-].[Li+].[C:3]([O:7][C:8]([NH:10][C:11]1[S:12][CH:13]=[CH:14][C:15]=1[C:16]([O:18]C)=[O:17])=[O:9])([CH3:6])([CH3:5])[CH3:4]. The catalyst is O.O1CCCC1. The product is [C:3]([O:7][C:8]([NH:10][C:11]1[S:12][CH:13]=[CH:14][C:15]=1[C:16]([OH:18])=[O:17])=[O:9])([CH3:6])([CH3:4])[CH3:5]. The yield is 0.840. (4) The reactants are [F:1][C:2]1[CH:7]=[CH:6][C:5]([C:8]2[C:9]([CH3:14])=[N:10][N:11]([CH3:13])[CH:12]=2)=[CH:4][CH:3]=1.C1C(=O)N([Br:22])C(=O)C1. The catalyst is CC#N. The product is [Br:22][C:12]1[N:11]([CH3:13])[N:10]=[C:9]([CH3:14])[C:8]=1[C:5]1[CH:4]=[CH:3][C:2]([F:1])=[CH:7][CH:6]=1. The yield is 0.940. (5) The reactants are Br[C:2]1[CH:3]=[C:4]([N:8]([CH2:16][C:17]2[CH:22]=[CH:21][CH:20]=[C:19]([O:23][C:24]([F:27])([F:26])[F:25])[CH:18]=2)[CH2:9][CH:10]([OH:15])[C:11]([F:14])([F:13])[F:12])[CH:5]=[CH:6][CH:7]=1.[OH:28][C:29]1[CH:30]=[CH:31][C:32]([CH3:35])=[N:33][CH:34]=1.C([O-])([O-])=O.[Cs+].[Cs+]. The catalyst is CC(N(C)C)=O. The product is [CH3:35][C:32]1[CH:31]=[CH:30][C:29]([O:28][C:2]2[CH:3]=[C:4]([N:8]([CH2:16][C:17]3[CH:22]=[CH:21][CH:20]=[C:19]([O:23][C:24]([F:27])([F:26])[F:25])[CH:18]=3)[CH2:9][CH:10]([OH:15])[C:11]([F:14])([F:13])[F:12])[CH:5]=[CH:6][CH:7]=2)=[CH:34][N:33]=1. The yield is 0.610.